Dataset: Catalyst prediction with 721,799 reactions and 888 catalyst types from USPTO. Task: Predict which catalyst facilitates the given reaction. (1) Reactant: [F:1][C:2]1[CH:7]=[CH:6][CH:5]=[C:4]([F:8])[C:3]=1[C:9]1[N:10](S(C2C=CC=CC=2)(=O)=O)[C:11]2[C:16]([CH:17]=1)=[CH:15][C:14]([C:18]1[CH:19]=[N:20][C:21]([C:25]3[CH:26]=[N:27][CH:28]=[N:29][CH:30]=3)=[CH:22][C:23]=1[CH3:24])=[CH:13][CH:12]=2.C(=O)([O-])[O-].[Cs+].[Cs+].CO. Product: [F:8][C:4]1[CH:5]=[CH:6][CH:7]=[C:2]([F:1])[C:3]=1[C:9]1[NH:10][C:11]2[C:16]([CH:17]=1)=[CH:15][C:14]([C:18]1[CH:19]=[N:20][C:21]([C:25]3[CH:30]=[N:29][CH:28]=[N:27][CH:26]=3)=[CH:22][C:23]=1[CH3:24])=[CH:13][CH:12]=2. The catalyst class is: 1. (2) Product: [Cl:1][C:2]1[CH:7]=[CH:6][CH:5]=[CH:4][C:3]=1[C:8]1[N:13]=[C:12]2[O:14][C:29](=[O:36])[C:30]([C:31]([N:38]3[CH2:43][CH2:42][CH2:41][CH2:40][CH2:39]3)=[O:32])=[CH:15][C:11]2=[CH:10][C:9]=1[C:17]1[CH:22]=[CH:21][C:20]([Cl:23])=[CH:19][CH:18]=1. The catalyst class is: 521. Reactant: [Cl:1][C:2]1[CH:7]=[CH:6][CH:5]=[CH:4][C:3]=1[C:8]1[NH:13][C:12](=[O:14])[C:11]([CH:15]=O)=[CH:10][C:9]=1[C:17]1[CH:22]=[CH:21][C:20]([Cl:23])=[CH:19][CH:18]=1.CN(C=O)C.[C:29]([O:36]C)(=O)[CH2:30][C:31](OC)=[O:32].[NH:38]1[CH2:43][CH2:42][CH2:41][CH2:40][CH2:39]1. (3) Reactant: [CH2:1]([O:8][C:9]1[CH:14]=[C:13]([O:15][CH2:16][C:17]2[CH:22]=[CH:21][CH:20]=[CH:19][CH:18]=2)[C:12]([N:23]=[N+:24]=[N-:25])=[CH:11][C:10]=1[CH:26]([CH3:28])[CH3:27])[C:2]1[CH:7]=[CH:6][CH:5]=[CH:4][CH:3]=1.[C:29]([O:33][C:34](=[O:50])[N:35]([C:48]#[CH:49])[C:36]1[CH:41]=[CH:40][C:39]([N:42]2[CH2:47][CH2:46][O:45][CH2:44][CH2:43]2)=[CH:38][CH:37]=1)([CH3:32])([CH3:31])[CH3:30].CCOC(C)=O.O. Product: [C:29]([O:33][C:34](=[O:50])[N:35]([C:48]1[N:23]([C:12]2[CH:11]=[C:10]([CH:26]([CH3:28])[CH3:27])[C:9]([O:8][CH2:1][C:2]3[CH:3]=[CH:4][CH:5]=[CH:6][CH:7]=3)=[CH:14][C:13]=2[O:15][CH2:16][C:17]2[CH:18]=[CH:19][CH:20]=[CH:21][CH:22]=2)[N:24]=[N:25][CH:49]=1)[C:36]1[CH:37]=[CH:38][C:39]([N:42]2[CH2:43][CH2:44][O:45][CH2:46][CH2:47]2)=[CH:40][CH:41]=1)([CH3:32])([CH3:31])[CH3:30]. The catalyst class is: 3.